Dataset: Catalyst prediction with 721,799 reactions and 888 catalyst types from USPTO. Task: Predict which catalyst facilitates the given reaction. (1) Reactant: [F:1][C:2]([F:31])([F:30])[C:3]1[C:11]([C:12]#[N:13])=[CH:10][CH:9]=[C:8]2[C:4]=1[CH:5]=[CH:6][N:7]2[CH2:14][C:15]1[N:19]=[C:18]([C:20]2[CH:25]=[CH:24][CH:23]=[C:22]([C:26]([F:29])([F:28])[F:27])[CH:21]=2)[O:17][N:16]=1.[BH3-]C#N.[Na+]. Product: [F:31][C:2]([F:1])([F:30])[C:3]1[C:11]([C:12]#[N:13])=[CH:10][CH:9]=[C:8]2[C:4]=1[CH2:5][CH2:6][N:7]2[CH2:14][C:15]1[N:19]=[C:18]([C:20]2[CH:25]=[CH:24][CH:23]=[C:22]([C:26]([F:28])([F:29])[F:27])[CH:21]=2)[O:17][N:16]=1. The catalyst class is: 67. (2) Reactant: [CH2:1]([O:4][C:5]1[CH:13]=[CH:12][CH:11]=[C:10]([CH2:14][CH2:15][CH2:16][CH2:17][CH2:18][CH2:19][CH2:20][CH2:21][CH2:22][CH2:23][CH2:24][CH2:25][CH2:26][CH2:27][CH3:28])[C:6]=1[C:7](Cl)=[O:8])[CH2:2][CH3:3].[NH2:29][C:30]1[CH:31]=[CH:32][C:33]([N+:40]([O-:42])=[O:41])=[C:34]([C:36]([F:39])([F:38])[F:37])[CH:35]=1.C(N(CC)CC)C. Product: [CH2:1]([O:4][C:5]1[CH:13]=[CH:12][CH:11]=[C:10]([CH2:14][CH2:15][CH2:16][CH2:17][CH2:18][CH2:19][CH2:20][CH2:21][CH2:22][CH2:23][CH2:24][CH2:25][CH2:26][CH2:27][CH3:28])[C:6]=1[C:7]([NH:29][C:30]1[CH:31]=[CH:32][C:33]([N+:40]([O-:42])=[O:41])=[C:34]([C:36]([F:37])([F:38])[F:39])[CH:35]=1)=[O:8])[CH2:2][CH3:3]. The catalyst class is: 4. (3) Reactant: CON(C)[C:4]([C:6]1[CH:7]=[C:8]2[C:13](=[CH:14][CH:15]=1)[N:12]=[CH:11][N:10]=[C:9]2[NH:16][CH:17]1[CH2:22][CH2:21][N:20]([C:23]2[CH:28]=[CH:27][CH:26]=[CH:25][CH:24]=2)[CH2:19][CH2:18]1)=[O:5].Br[Mg][C:32]1[CH:37]=[CH:36][C:35]([Cl:38])=[CH:34][CH:33]=1. Product: [Cl:38][C:35]1[CH:36]=[CH:37][C:32]([C:4]([C:6]2[CH:7]=[C:8]3[C:13](=[CH:14][CH:15]=2)[N:12]=[CH:11][N:10]=[C:9]3[NH:16][CH:17]2[CH2:18][CH2:19][N:20]([C:23]3[CH:28]=[CH:27][CH:26]=[CH:25][CH:24]=3)[CH2:21][CH2:22]2)=[O:5])=[CH:33][CH:34]=1. The catalyst class is: 7. (4) Reactant: [S:1]1[CH:5]=[CH:4][CH:3]=[C:2]1[C:6](Cl)=[O:7].[NH2:9][C:10]1[CH:11]=[C:12]([C:16]2[C:20]([Br:21])=[CH:19][N:18]([CH3:22])[N:17]=2)[CH:13]=[CH:14][CH:15]=1.C(N(CC)CC)C. Product: [Br:21][C:20]1[C:16]([C:12]2[CH:11]=[C:10]([NH:9][C:6]([C:2]3[S:1][CH:5]=[CH:4][CH:3]=3)=[O:7])[CH:15]=[CH:14][CH:13]=2)=[N:17][N:18]([CH3:22])[CH:19]=1. The catalyst class is: 2. (5) Reactant: [F:1][C:2]1[CH:3]=[C:4]([CH:46]=[C:47]([F:49])[CH:48]=1)[CH2:5][C@H:6]1[C@@H:10]([C@H:11]2[CH2:20][C:19]3[C:14](=[C:15]([O:21][Si](C(C)C)(C(C)C)C(C)C)[CH:16]=[CH:17][CH:18]=3)[CH2:13][N:12]2[CH:32]([C:39]2[CH:44]=[CH:43][CH:42]=[CH:41][CH:40]=2)[C:33]2[CH:38]=[CH:37][CH:36]=[CH:35][CH:34]=2)[O:9][C:8](=[O:45])[NH:7]1.[F-].C([N+](CCCC)(CCCC)CCCC)CCC. Product: [F:49][C:47]1[CH:46]=[C:4]([CH:3]=[C:2]([F:1])[CH:48]=1)[CH2:5][C@H:6]1[C@@H:10]([C@H:11]2[CH2:20][C:19]3[C:14](=[C:15]([OH:21])[CH:16]=[CH:17][CH:18]=3)[CH2:13][N:12]2[CH:32]([C:39]2[CH:40]=[CH:41][CH:42]=[CH:43][CH:44]=2)[C:33]2[CH:38]=[CH:37][CH:36]=[CH:35][CH:34]=2)[O:9][C:8](=[O:45])[NH:7]1. The catalyst class is: 1.